Dataset: Catalyst prediction with 721,799 reactions and 888 catalyst types from USPTO. Task: Predict which catalyst facilitates the given reaction. (1) Reactant: [NH2:1][C:2]1[CH:7]=[CH:6][C:5]([S:8]([NH:11][C:12]2[S:13][C:14]([CH3:17])=[N:15][N:16]=2)(=[O:10])=[O:9])=[CH:4][CH:3]=1.[CH3:18]I. Product: [CH3:17][C:14]1[S:13][C:12]([NH:11][S:8]([C:5]2[CH:6]=[CH:7][C:2]([NH:1][CH3:18])=[CH:3][CH:4]=2)(=[O:10])=[O:9])=[N:16][N:15]=1. The catalyst class is: 3. (2) Reactant: [NH:1]1[C:9]2[C:4](=[C:5]([CH2:10][CH2:11][CH2:12][NH:13][C:14]3[N:19]=[C:18]([CH3:20])[C:17]([C:21]([NH:23][C@@H:24]([CH2:28][NH:29][C:30]([C:32]4[S:33][CH:34]=[CH:35][CH:36]=4)=[O:31])[C:25]([OH:27])=[O:26])=[O:22])=[C:16]([CH3:37])[N:15]=3)[CH:6]=[CH:7][CH:8]=2)[CH:3]=[N:2]1.[CH:38]1(I)[CH2:42][CH2:41][CH2:40][CH2:39]1.C(=O)([O-])[O-].[K+].[K+]. Product: [CH:38]1([O:26][C:25](=[O:27])[C@@H:24]([NH:23][C:21]([C:17]2[C:16]([CH3:37])=[N:15][C:14]([NH:13][CH2:12][CH2:11][CH2:10][C:5]3[CH:6]=[CH:7][CH:8]=[C:9]4[C:4]=3[CH:3]=[N:2][NH:1]4)=[N:19][C:18]=2[CH3:20])=[O:22])[CH2:28][NH:29][C:30]([C:32]2[S:33][CH:34]=[CH:35][CH:36]=2)=[O:31])[CH2:42][CH2:41][CH2:40][CH2:39]1. The catalyst class is: 31. (3) Reactant: [NH2:1][C:2](=[O:20])[C@@H:3]([NH:5][C:6]1[N:11]=[C:10](Cl)[N:9]=[C:8]([C:13]([O:15][C:16]([CH3:19])([CH3:18])[CH3:17])=[O:14])[CH:7]=1)[CH3:4].[F:21][C:22]1[CH:43]=[CH:42][C:25]([O:26][C:27]2[CH:32]=[CH:31][C:30](B3OC(C)(C)C(C)(C)O3)=[CH:29][CH:28]=2)=[CH:24][CH:23]=1.C([O-])([O-])=O.[Na+].[Na+]. Product: [NH2:1][C:2](=[O:20])[C@@H:3]([NH:5][C:6]1[N:11]=[C:10]([C:30]2[CH:29]=[CH:28][C:27]([O:26][C:25]3[CH:24]=[CH:23][C:22]([F:21])=[CH:43][CH:42]=3)=[CH:32][CH:31]=2)[N:9]=[C:8]([C:13]([O:15][C:16]([CH3:19])([CH3:18])[CH3:17])=[O:14])[CH:7]=1)[CH3:4]. The catalyst class is: 75. (4) Reactant: [C:1](Cl)(=[O:4])[CH2:2][CH3:3].[CH2:6]([N:13]1[CH2:18][CH2:17][C:16]([CH2:26][O:27][CH3:28])([NH:19][C:20]2[CH:25]=[CH:24][CH:23]=[CH:22][CH:21]=2)[CH2:15][CH2:14]1)[C:7]1[CH:12]=[CH:11][CH:10]=[CH:9][CH:8]=1.C(N(CC)CC)C. Product: [CH2:6]([N:13]1[CH2:14][CH2:15][C:16]([N:19]([C:20]2[CH:21]=[CH:22][CH:23]=[CH:24][CH:25]=2)[C:1](=[O:4])[CH2:2][CH3:3])([CH2:26][O:27][CH3:28])[CH2:17][CH2:18]1)[C:7]1[CH:8]=[CH:9][CH:10]=[CH:11][CH:12]=1. The catalyst class is: 4. (5) Reactant: [OH-].[Li+].C[O:4][C:5]([C:7]1[S:8][CH:9]=[CH:10][C:11]=1[NH:12][C:13](=[O:23])[CH2:14][C:15]1[CH:20]=[CH:19][C:18]([O:21][CH3:22])=[CH:17][CH:16]=1)=[O:6]. Product: [CH3:22][O:21][C:18]1[CH:19]=[CH:20][C:15]([CH2:14][C:13]([NH:12][C:11]2[CH:10]=[CH:9][S:8][C:7]=2[C:5]([OH:6])=[O:4])=[O:23])=[CH:16][CH:17]=1. The catalyst class is: 5.